From a dataset of Reaction yield outcomes from USPTO patents with 853,638 reactions. Predict the reaction yield, written as a fraction of the theoretical maximum amount of product (1.0 means a 100% yield; for example, 0.34 means a 34% yield). (1) The reactants are [C:1]([C:3]1[CH:8]=[CH:7][C:6]([C@@H:9]2[C:14]([C:15]#[N:16])=[C:13]([CH3:17])[N:12]([C:18]3[CH:23]=[CH:22][CH:21]=[C:20]([C:24]([F:27])([F:26])[F:25])[CH:19]=3)[C:11](=[O:28])[NH:10]2)=[C:5]([S:29]([CH2:32][CH3:33])(=[O:31])=[O:30])[CH:4]=1)#[N:2].[H-].[Na+].[CH3:36][S:37](Cl)(=[O:39])=[O:38]. The catalyst is C1COCC1. The product is [C:1]([C:3]1[CH:8]=[CH:7][C:6]([C@@H:9]2[C:14]([C:15]#[N:16])=[C:13]([CH3:17])[N:12]([C:18]3[CH:23]=[CH:22][CH:21]=[C:20]([C:24]([F:27])([F:26])[F:25])[CH:19]=3)[C:11](=[O:28])[N:10]2[S:37]([CH3:36])(=[O:39])=[O:38])=[C:5]([S:29]([CH2:32][CH3:33])(=[O:31])=[O:30])[CH:4]=1)#[N:2]. The yield is 0.840. (2) The reactants are C(C1C(=O)C(Cl)=C(Cl)C(=O)C=1C#N)#N.[C:15]([O:18][C@@H:19]1[C@@H:24]([O:25][CH2:26][C:27]2[CH:32]=[CH:31][CH:30]=[CH:29][CH:28]=2)[C@@H:23]([O:33][CH2:34][C:35]2[CH:40]=[CH:39][CH:38]=[CH:37][CH:36]=2)[C@@H:22]([CH2:41][O:42][CH2:43][C:44]2[CH:49]=[CH:48][CH:47]=[CH:46][CH:45]=2)[O:21][C@H:20]1[O:50][C@@H:51]1[C@@H:80]([CH2:81][O:82][CH2:83][C:84]2[CH:89]=[CH:88][CH:87]=[CH:86][CH:85]=2)[O:79][C@H:54]([O:55][CH2:56][CH2:57][CH2:58][CH2:59][CH2:60][N:61]([CH2:72][C:73]2[CH:78]=[CH:77][CH:76]=[CH:75][CH:74]=2)[C:62]([O:64][CH2:65][C:66]2[CH:71]=[CH:70][CH:69]=[CH:68][CH:67]=2)=[O:63])[C@H:53]([N:90]=[N+:91]=[N-:92])[C@H:52]1[O:93]CC1C=CC2C(=CC=CC=2)C=1)(=[O:17])[CH3:16]. The catalyst is ClCCl.O. The product is [C:15]([O:18][C@@H:19]1[C@@H:24]([O:25][CH2:26][C:27]2[CH:32]=[CH:31][CH:30]=[CH:29][CH:28]=2)[C@@H:23]([O:33][CH2:34][C:35]2[CH:36]=[CH:37][CH:38]=[CH:39][CH:40]=2)[C@@H:22]([CH2:41][O:42][CH2:43][C:44]2[CH:49]=[CH:48][CH:47]=[CH:46][CH:45]=2)[O:21][C@H:20]1[O:50][C@@H:51]1[C@@H:80]([CH2:81][O:82][CH2:83][C:84]2[CH:85]=[CH:86][CH:87]=[CH:88][CH:89]=2)[O:79][C@H:54]([O:55][CH2:56][CH2:57][CH2:58][CH2:59][CH2:60][N:61]([CH2:72][C:73]2[CH:78]=[CH:77][CH:76]=[CH:75][CH:74]=2)[C:62]([O:64][CH2:65][C:66]2[CH:71]=[CH:70][CH:69]=[CH:68][CH:67]=2)=[O:63])[C@H:53]([N:90]=[N+:91]=[N-:92])[C@H:52]1[OH:93])(=[O:17])[CH3:16]. The yield is 0.940. (3) The reactants are Br[C:2]1[N:7]2[CH:8]=[CH:9][N:10]=[C:6]2[C:5]([NH:11][C:12]2[CH:17]=[CH:16][C:15]([N:18]3[CH:22]=[C:21]([CH2:23][N:24]([CH3:26])[CH3:25])[N:20]=[N:19]3)=[CH:14][CH:13]=2)=[N:4][CH:3]=1.[NH2:27][C:28]([C:30]1[CH:35]=[CH:34][C:33](B(O)O)=[CH:32][CH:31]=1)=[O:29]. The catalyst is CN(C=O)C.O1CCOCC1.C1C=CC([P]([Pd]([P](C2C=CC=CC=2)(C2C=CC=CC=2)C2C=CC=CC=2)([P](C2C=CC=CC=2)(C2C=CC=CC=2)C2C=CC=CC=2)[P](C2C=CC=CC=2)(C2C=CC=CC=2)C2C=CC=CC=2)(C2C=CC=CC=2)C2C=CC=CC=2)=CC=1. The product is [CH3:25][N:24]([CH2:23][C:21]1[N:20]=[N:19][N:18]([C:15]2[CH:16]=[CH:17][C:12]([NH:11][C:5]3[C:6]4[N:7]([CH:8]=[CH:9][N:10]=4)[C:2]([C:33]4[CH:34]=[CH:35][C:30]([C:28]([NH2:27])=[O:29])=[CH:31][CH:32]=4)=[CH:3][N:4]=3)=[CH:13][CH:14]=2)[CH:22]=1)[CH3:26]. The yield is 0.0700. (4) The reactants are [NH2:1][C:2]1[C:3]([C:7](Cl)=[N:8][OH:9])=[N:4][O:5][N:6]=1.[CH3:11][O:12][CH2:13][CH2:14][NH2:15].C(N(CC)CC)C. The catalyst is C(OCC)(=O)C. The product is [NH2:1][C:2]1[C:3]([C:7](=[N:8][OH:9])[NH:15][CH2:14][CH2:13][O:12][CH3:11])=[N:4][O:5][N:6]=1. The yield is 1.19. (5) The product is [CH2:9]([N:8]([CH2:16][C:17]1[CH:18]=[CH:19][CH:20]=[CH:21][CH:22]=1)[C:7]1[N:6]=[CH:5][N:4]=[C:3]2[C:2]=1[NH:1][C:41](=[O:43])[N:23]2[C:24]1[CH:25]=[C:26]([N:31]([CH3:39])[C:32](=[O:38])[O:33][C:34]([CH3:36])([CH3:35])[CH3:37])[CH:27]=[CH:28][C:29]=1[CH3:30])[C:10]1[CH:11]=[CH:12][CH:13]=[CH:14][CH:15]=1. The catalyst is C(Cl)Cl. The yield is 1.00. The reactants are [NH2:1][C:2]1[C:3]([NH:23][C:24]2[CH:25]=[C:26]([N:31]([CH3:39])[C:32](=[O:38])[O:33][C:34]([CH3:37])([CH3:36])[CH3:35])[CH:27]=[CH:28][C:29]=2[CH3:30])=[N:4][CH:5]=[N:6][C:7]=1[N:8]([CH2:16][C:17]1[CH:22]=[CH:21][CH:20]=[CH:19][CH:18]=1)[CH2:9][C:10]1[CH:15]=[CH:14][CH:13]=[CH:12][CH:11]=1.Cl[C:41](Cl)([O:43]C(=O)OC(Cl)(Cl)Cl)Cl. (6) The reactants are [C:1]([O:5][C:6](=[O:13])[NH:7][C@@H:8]1[CH2:12][CH2:11][NH:10][CH2:9]1)([CH3:4])([CH3:3])[CH3:2].[H-].[Na+].Br[C:17]1[N:22]=[C:21]2[N:23]([CH2:26][C:27]3[CH:28]=[CH:29][C:30]4[O:34][CH2:33][CH2:32][C:31]=4[CH:35]=3)[N:24]=[N:25][C:20]2=[N:19][CH:18]=1.O. The catalyst is CN(C=O)C. The product is [C:1]([O:5][C:6](=[O:13])[NH:7][C@@H:8]1[CH2:12][CH2:11][N:10]([C:17]2[N:22]=[C:21]3[N:23]([CH2:26][C:27]4[CH:28]=[CH:29][C:30]5[O:34][CH2:33][CH2:32][C:31]=5[CH:35]=4)[N:24]=[N:25][C:20]3=[N:19][CH:18]=2)[CH2:9]1)([CH3:4])([CH3:2])[CH3:3]. The yield is 0.990.